This data is from Catalyst prediction with 721,799 reactions and 888 catalyst types from USPTO. The task is: Predict which catalyst facilitates the given reaction. (1) Reactant: [C:1]1([CH:7]2[O:12][C@H:11]3[CH2:13][C@@H:14]([OH:17])[CH2:15][O:16][C@@H:10]3[CH2:9][O:8]2)[CH:6]=[CH:5][CH:4]=[CH:3][CH:2]=1.[Cl:18][C:19]1[C:20]([I:40])=[CH:21][C:22]2[N:26]=[C:25](S(C)(=O)=O)[N:24]([CH2:31][O:32][CH2:33][CH2:34][Si:35]([CH3:38])([CH3:37])[CH3:36])[C:23]=2[CH:39]=1.C(=O)([O-])[O-].[Cs+].[Cs+]. Product: [Cl:18][C:19]1[C:20]([I:40])=[CH:21][C:22]2[N:26]=[C:25]([O:17][C@H:14]3[CH2:15][O:16][C@H:10]4[C@@H:11]([O:12][CH:7]([C:1]5[CH:2]=[CH:3][CH:4]=[CH:5][CH:6]=5)[O:8][CH2:9]4)[CH2:13]3)[N:24]([CH2:31][O:32][CH2:33][CH2:34][Si:35]([CH3:36])([CH3:38])[CH3:37])[C:23]=2[CH:39]=1. The catalyst class is: 173. (2) Reactant: C(OC(=O)[NH:10][CH2:11][CH2:12][CH2:13][CH2:14][C:15]1[CH:20]=[CH:19][C:18]([O:21][CH2:22][C:23](=[O:31])[NH:24][C:25]2[CH:30]=[CH:29][CH:28]=[CH:27][CH:26]=2)=[CH:17][CH:16]=1)C1C=CC=CC=1.C(O)(=O)C. Product: [NH2:10][CH2:11][CH2:12][CH2:13][CH2:14][C:15]1[CH:20]=[CH:19][C:18]([O:21][CH2:22][C:23]([NH:24][C:25]2[CH:26]=[CH:27][CH:28]=[CH:29][CH:30]=2)=[O:31])=[CH:17][CH:16]=1. The catalyst class is: 791. (3) Reactant: [CH3:1][C:2]1[C:10]2[S:11][CH:12]=[CH:13][C:9]=2[C:8]([CH3:14])=[C:4]2[S:5][CH:6]=[CH:7][C:3]=12.C([Li])(C)(C)C.[CH3:20][Sn:21](Cl)([CH3:23])[CH3:22]. Product: [CH3:14][C:8]1[C:4]2[S:5][C:6]([Sn:21]([CH3:23])([CH3:22])[CH3:20])=[CH:7][C:3]=2[C:2]([CH3:1])=[C:10]2[S:11][C:12]([Sn:21]([CH3:23])([CH3:22])[CH3:20])=[CH:13][C:9]=12. The catalyst class is: 7. (4) Reactant: [CH2:1]([N:8]1[CH2:13][CH:12]2[C@@:10]([C:14](Cl)=[O:15])([CH2:11]2)[C@@H:9]1[C:17]1[CH:22]=[CH:21][CH:20]=[CH:19][CH:18]=1)[C:2]1[CH:7]=[CH:6][CH:5]=[CH:4][CH:3]=1.C(N(CC)CC)C.[F:30][C:31]([F:47])([F:46])[C:32]1[CH:33]=[C:34]([C@@H:42]([NH:44][CH3:45])[CH3:43])[CH:35]=[C:36]([C:38]([F:41])([F:40])[F:39])[CH:37]=1. Product: [F:30][C:31]([F:46])([F:47])[C:32]1[CH:33]=[C:34]([C@@H:42]([N:44]([CH3:45])[C:14]([C@@:10]23[CH2:11][CH:12]2[CH2:13][N:8]([CH2:1][C:2]2[CH:7]=[CH:6][CH:5]=[CH:4][CH:3]=2)[C@H:9]3[C:17]2[CH:22]=[CH:21][CH:20]=[CH:19][CH:18]=2)=[O:15])[CH3:43])[CH:35]=[C:36]([C:38]([F:39])([F:40])[F:41])[CH:37]=1. The catalyst class is: 389. (5) Reactant: Cl[C:2]1[N:3]=[C:4]([N:24]2[CH2:29][CH2:28][O:27][CH2:26][CH2:25]2)[C:5]2[S:10][C:9]([CH2:11][N:12]3[CH2:23][CH2:22][C:15]4([O:20][CH2:19][C:18](=[O:21])[NH:17][CH2:16]4)[CH2:14][CH2:13]3)=[CH:8][C:6]=2[N:7]=1.[C:30]1([S:36]([N:39]2[C:47]3[C:42](=[CH:43][CH:44]=[CH:45][CH:46]=3)[C:41](B(O)O)=[CH:40]2)(=[O:38])=[O:37])[CH:35]=[CH:34][CH:33]=[CH:32][CH:31]=1.C([O-])([O-])=O.[Cs+].[Cs+]. Product: [C:30]1([S:36]([N:39]2[C:47]3[C:42](=[CH:43][CH:44]=[CH:45][CH:46]=3)[C:41]([C:2]3[N:3]=[C:4]([N:24]4[CH2:29][CH2:28][O:27][CH2:26][CH2:25]4)[C:5]4[S:10][C:9]([CH2:11][N:12]5[CH2:23][CH2:22][C:15]6([O:20][CH2:19][C:18](=[O:21])[NH:17][CH2:16]6)[CH2:14][CH2:13]5)=[CH:8][C:6]=4[N:7]=3)=[CH:40]2)(=[O:38])=[O:37])[CH:31]=[CH:32][CH:33]=[CH:34][CH:35]=1. The catalyst class is: 70. (6) Reactant: [Al+3].[Cl-].[Cl-].[Cl-].[CH3:5][C:6]1[CH:7]=[C:8]([SH:13])[CH:9]=[C:10]([CH3:12])[CH:11]=1.[C:14](Cl)(=[O:18])[C:15](Cl)=[O:16]. Product: [CH3:12][C:10]1[C:9]2[C:15](=[O:16])[C:14](=[O:18])[S:13][C:8]=2[CH:7]=[C:6]([CH3:5])[CH:11]=1. The catalyst class is: 2.